The task is: Predict which catalyst facilitates the given reaction.. This data is from Catalyst prediction with 721,799 reactions and 888 catalyst types from USPTO. Reactant: [C:1]([O:5][C:6]([N:8]1[CH2:11][CH:10]([C:12](O)=[O:13])[CH2:9]1)=[O:7])([CH3:4])([CH3:3])[CH3:2]. Product: [C:1]([O:5][C:6]([N:8]1[CH2:11][CH:10]([CH2:12][OH:13])[CH2:9]1)=[O:7])([CH3:4])([CH3:3])[CH3:2]. The catalyst class is: 7.